The task is: Predict the reaction yield, written as a fraction of the theoretical maximum amount of product (1.0 means a 100% yield; for example, 0.34 means a 34% yield).. This data is from Reaction yield outcomes from USPTO patents with 853,638 reactions. The reactants are [CH3:1][O:2][CH2:3][O:4][C:5]1[CH:6]=[CH:7][C:8]([OH:11])=[N:9][CH:10]=1.C([O-])([O-])=O.[K+].[K+].Br[CH2:19][CH2:20][O:21][CH3:22]. The catalyst is CN(C=O)C. The product is [CH3:22][O:21][CH2:20][CH2:19][O:11][C:8]1[CH:7]=[CH:6][C:5]([O:4][CH2:3][O:2][CH3:1])=[CH:10][N:9]=1. The yield is 0.270.